Dataset: Catalyst prediction with 721,799 reactions and 888 catalyst types from USPTO. Task: Predict which catalyst facilitates the given reaction. (1) Reactant: C([O:3][C:4](=[O:15])[CH2:5][CH2:6][C:7]1[O:8][C:9]([CH3:14])=[C:10]([CH2:12][OH:13])[CH:11]=1)C.C1(P(C2C=CC=CC=2)C2C=CC=CC=2)C=CC=CC=1.[C:35]1([C:42]2[CH:47]=[CH:46][CH:45]=[CH:44][CH:43]=2)[CH:40]=[CH:39][C:38](O)=[CH:37][CH:36]=1.CC(OC(/N=N/C(OC(C)C)=O)=O)C. The catalyst class is: 7. Product: [C:35]1([C:42]2[CH:43]=[CH:44][CH:45]=[CH:46][CH:47]=2)[CH:40]=[CH:39][C:38]([O:13][CH2:12][C:10]2[CH:11]=[C:7]([CH2:6][CH2:5][C:4]([OH:3])=[O:15])[O:8][C:9]=2[CH3:14])=[CH:37][CH:36]=1. (2) Reactant: C[O:2][C:3](=O)[CH:4]([C:24]1[CH:29]=[CH:28][C:27]([O:30][CH3:31])=[CH:26][CH:25]=1)[CH2:5][C:6]1[C:7]([NH:19][CH2:20][CH:21]([CH3:23])[CH3:22])=[N:8][C:9]([NH:12][C:13]2[CH:18]=[CH:17][CH:16]=[CH:15][CH:14]=2)=[N:10][CH:11]=1.S(=O)(=O)(O)O. Product: [CH2:20]([N:19]1[C:7]2[N:8]=[C:9]([NH:12][C:13]3[CH:18]=[CH:17][CH:16]=[CH:15][CH:14]=3)[N:10]=[CH:11][C:6]=2[CH2:5][CH:4]([C:24]2[CH:25]=[CH:26][C:27]([O:30][CH3:31])=[CH:28][CH:29]=2)[C:3]1=[O:2])[CH:21]([CH3:22])[CH3:23]. The catalyst class is: 342. (3) Reactant: Br[C:2]1[CH:7]=[CH:6][CH:5]=[CH:4][C:3]=1[S:8][CH2:9][C@H:10]1[C@H:16]([C:17]2[CH:22]=[CH:21][C:20]([Cl:23])=[C:19]([Cl:24])[CH:18]=2)[O:15][CH2:14][CH2:13][N:12]([C:25]([O:27][C:28]([CH3:31])([CH3:30])[CH3:29])=[O:26])[CH2:11]1.[Cu](C#N)[C:33]#[N:34]. Product: [C:33]([C:2]1[CH:7]=[CH:6][CH:5]=[CH:4][C:3]=1[S:8][CH2:9][C@H:10]1[C@H:16]([C:17]2[CH:22]=[CH:21][C:20]([Cl:23])=[C:19]([Cl:24])[CH:18]=2)[O:15][CH2:14][CH2:13][N:12]([C:25]([O:27][C:28]([CH3:31])([CH3:30])[CH3:29])=[O:26])[CH2:11]1)#[N:34]. The catalyst class is: 3. (4) Reactant: C([Li])(C)(C)C.Br[C:7]1[CH:8]=[CH:9][C:10]2[CH2:16][N:15]([C:17]([O:19][C:20]([CH3:23])([CH3:22])[CH3:21])=[O:18])[CH2:14][CH2:13][CH2:12][C:11]=2[CH:24]=1.Cl[C:26]([O:28][CH3:29])=[O:27]. Product: [CH2:16]1[C:10]2[CH:9]=[CH:8][C:7]([C:26]([O:28][CH3:29])=[O:27])=[CH:24][C:11]=2[CH2:12][CH2:13][CH2:14][N:15]1[C:17]([O:19][C:20]([CH3:23])([CH3:22])[CH3:21])=[O:18]. The catalyst class is: 1. (5) Reactant: Cl.O.[Cl:3][C:4]1[C:5]2[CH:39]=[CH:38][C:37]([CH3:40])=[CH:36][C:6]=2[S:7][C:8]=1[C:9]([NH:11][C:12]12[C:30](=[O:31])[C:29]3[C:24](=[CH:25][CH:26]=[CH:27][C:28]=3[N+:32]([O-])=O)[C:13]1([OH:35])[O:14][C:15]1[CH:20]=[C:19]([CH:21]([CH3:23])[CH3:22])[CH:18]=[CH:17][C:16]=12)=[O:10]. Product: [NH2:32][C:28]1[CH:27]=[CH:26][CH:25]=[C:24]2[C:29]=1[C:30](=[O:31])[C:12]1([NH:11][C:9]([C:8]3[S:7][C:6]4[CH:36]=[C:37]([CH3:40])[CH:38]=[CH:39][C:5]=4[C:4]=3[Cl:3])=[O:10])[C:16]3[CH:17]=[CH:18][C:19]([CH:21]([CH3:23])[CH3:22])=[CH:20][C:15]=3[O:14][C:13]12[OH:35]. The catalyst class is: 186. (6) Reactant: C[O:2][C:3](=[O:35])[C:4]1[CH:9]=[CH:8][C:7]([O:10][CH3:11])=[CH:6][C:5]=1[O:12][CH2:13][C:14]1[CH:19]=[CH:18][C:17]([O:20][CH2:21][CH2:22][C:23]2[N:24]=[C:25]([C:29]3[CH:34]=[CH:33][CH:32]=[CH:31][CH:30]=3)[O:26][C:27]=2[CH3:28])=[CH:16][CH:15]=1.[OH-].[Na+]. Product: [CH3:11][O:10][C:7]1[CH:8]=[CH:9][C:4]([C:3]([OH:35])=[O:2])=[C:5]([O:12][CH2:13][C:14]2[CH:15]=[CH:16][C:17]([O:20][CH2:21][CH2:22][C:23]3[N:24]=[C:25]([C:29]4[CH:34]=[CH:33][CH:32]=[CH:31][CH:30]=4)[O:26][C:27]=3[CH3:28])=[CH:18][CH:19]=2)[CH:6]=1. The catalyst class is: 12.